From a dataset of Experimentally validated miRNA-target interactions with 360,000+ pairs, plus equal number of negative samples. Binary Classification. Given a miRNA mature sequence and a target amino acid sequence, predict their likelihood of interaction. (1) The miRNA is hsa-miR-668-3p with sequence UGUCACUCGGCUCGGCCCACUAC. The protein sequence of the target gene is MPNPRPAKPMAPSLALGPSPGVLPSWKTAPKGSELLGTRGSGGPFQGRDLRSGAHTSSSLNPLPPSQLQLPTVPLVMVAPSGARLGPSPHLQALLQDRPHFMHQLSTVDAHAQTPVLQVRPLDNPAMISLPPPSAATGVFSLKARPGLPPGINVASLEWVSREPALLCTFPRSGTPRKDSNLLAAPQGSYPLLANGVCKWPGCEKVFEEPEEFLKHCQADHLLDEKGKAQCLLQREVVQSLEQQLELEKEKLGAMQAHLAGKMALAKAPSVASMDKSSCCIVATSTQGSVLPAWSAPREA.... Result: 0 (no interaction). (2) The miRNA is hsa-miR-891b with sequence UGCAACUUACCUGAGUCAUUGA. The protein sequence of the target gene is MVHVARLLLLLLTFFLRTDAETPPRFTRTPVDQTGVSGGVASFICQATGDPRPKIVWNKKGKKVSNQRFEVIEFDDGSGSVLRIQPLRTPRDEAIYECVASNNVGEISVSTRLTVLREDQIPRGFPTIDMGPQLKVVERTRTATMLCAASGNPDPEITWFKDFLPVDTSNNNGRIKQLRSESIGGTPIRGALQIEQSEESDQGKYECVATNSAGTRYSAPANLYVRELREVRRVPPRFSIPPTNHEIMPGGSVNITCVAVGSPMPYVKWMLGAEDLTPEDDMPIGRNVLELNDVRQSANY.... Result: 1 (interaction). (3) The miRNA is hsa-miR-3129-5p with sequence GCAGUAGUGUAGAGAUUGGUUU. The protein sequence of the target gene is MQVSIACTEHNLKSRNGEDRLLSKQSSNAPNVVNAARAKFRTVAIIARSLGTFTPQHHISLKESTAKQTGMKYRNLGKSGLRVSCLGLGTWVTFGGQISDEVAERLMTIAYESGVNLFDTAEVYAAGKAEVILGSIIKKKGWRRSSLVITTKLYWGGKAETERGLSRKHIIEGLKGSLQRLQLEYVDVVFANRPDSNTPMEEIVRAMTHVINQGMAMYWGTSRWSAMEIMEAYSVARQFNMIPPVCEQAEYHLFQREKVEVQLPELYHKIGVGAMTWSPLACGIISGKYGNGVPESSRAS.... Result: 0 (no interaction).